This data is from Full USPTO retrosynthesis dataset with 1.9M reactions from patents (1976-2016). The task is: Predict the reactants needed to synthesize the given product. (1) Given the product [CH2:1]([O:3][P:4]([C:9]([C:15]1[CH:16]=[CH:17][C:18]([NH2:21])=[CH:19][CH:20]=1)([O:12][CH2:13][CH3:14])[PH2:10]=[O:11])(=[O:8])[O:5][CH2:6][CH3:7])[CH3:2], predict the reactants needed to synthesize it. The reactants are: [CH2:1]([O:3][P:4]([C:9]([C:15]1[CH:20]=[CH:19][C:18]([N+:21]([O-])=O)=[CH:17][CH:16]=1)([O:12][CH2:13][CH3:14])[PH2:10]=[O:11])(=[O:8])[O:5][CH2:6][CH3:7])[CH3:2].O.O.Cl[Sn]Cl. (2) Given the product [Br:1][C:2]1[CH:7]=[CH:6][C:5]([CH:8]([C:20]2[CH:25]=[CH:24][CH:23]=[CH:22][C:21]=2[CH3:26])[CH2:9][C:10]([C:12]2[CH:17]=[CH:16][C:15](=[O:18])[NH:14][CH:13]=2)=[O:11])=[C:4]([F:27])[CH:3]=1, predict the reactants needed to synthesize it. The reactants are: [Br:1][C:2]1[CH:7]=[CH:6][C:5]([CH:8]([C:20]2[CH:25]=[CH:24][CH:23]=[CH:22][C:21]=2[CH3:26])[CH2:9][C:10]([C:12]2[CH:13]=[N:14][C:15]([O:18]C)=[CH:16][CH:17]=2)=[O:11])=[C:4]([F:27])[CH:3]=1.Cl. (3) Given the product [CH3:12][S:13]([C:16]1[CH:17]=[C:18]2[C:22](=[CH:23][CH:24]=1)[N:21]([C:25]1[N:26]=[CH:27][N:28]=[C:29]([O:31][CH:32]3[CH2:37][CH2:36][N:35]([C:1]([O:2][C:10]4([CH3:11])[CH2:23][CH2:24][CH2:16][CH2:17]4)=[O:4])[CH2:34][CH2:33]3)[CH:30]=1)[CH2:20][CH2:19]2)(=[O:15])=[O:14], predict the reactants needed to synthesize it. The reactants are: [C:1](=[O:4])([O-])[O-:2].[K+].[K+].N1[CH:11]=[CH:10]N=C1.[CH3:12][S:13]([C:16]1[CH:17]=[C:18]2[C:22](=[CH:23][CH:24]=1)[N:21]([C:25]1[CH:30]=[C:29]([O:31][CH:32]3[CH2:37][CH2:36][NH:35][CH2:34][CH2:33]3)[N:28]=[CH:27][N:26]=1)[CH2:20][CH2:19]2)(=[O:15])=[O:14].[Cl-].[NH4+]. (4) The reactants are: [CH2:1]([N:8]([CH2:13][C:14]([OH:16])=O)[CH2:9][C:10]([OH:12])=O)[C:2]1[CH:7]=[CH:6][CH:5]=[CH:4][CH:3]=1.C1N=CN(C(N2C=NC=C2)=O)C=1.[NH2:29][C:30]1[CH:31]=[C:32]2[C:36](=[CH:37][CH:38]=1)[NH:35][CH:34]=[CH:33]2. Given the product [CH2:1]([N:8]1[CH2:9][C:10](=[O:12])[N:29]([C:30]2[CH:31]=[C:32]3[C:36](=[CH:37][CH:38]=2)[NH:35][CH:34]=[CH:33]3)[C:14](=[O:16])[CH2:13]1)[C:2]1[CH:3]=[CH:4][CH:5]=[CH:6][CH:7]=1, predict the reactants needed to synthesize it. (5) Given the product [CH3:1][O:2][C:3]1[CH:8]=[CH:7][CH:6]=[C:5]([CH:9]2[CH2:13][CH2:12][NH:11][CH2:10]2)[N:4]=1, predict the reactants needed to synthesize it. The reactants are: [CH3:1][O:2][C:3]1[CH:8]=[CH:7][CH:6]=[C:5]([CH:9]2[CH2:13][CH2:12][N:11](CC=C)[CH2:10]2)[N:4]=1.CN1C(=O)CC(=O)N(C)C1=O. (6) Given the product [CH3:32][O:31][C:28]1[CH:29]=[CH:30][C:25]([C:24]2[C:17]3[C:16]([O:15][CH2:14][C:10]4([CH2:9][O:8][CH2:7][C:6]([OH:39])=[O:5])[CH2:11][CH2:12][CH2:13]4)=[N:21][CH:20]=[N:19][C:18]=3[O:22][C:23]=2[C:33]2[CH:38]=[CH:37][CH:36]=[CH:35][CH:34]=2)=[CH:26][CH:27]=1, predict the reactants needed to synthesize it. The reactants are: C([O:5][C:6](=[O:39])[CH2:7][O:8][CH2:9][C:10]1([CH2:14][O:15][C:16]2[C:17]3[C:24]([C:25]4[CH:30]=[CH:29][C:28]([O:31][CH3:32])=[CH:27][CH:26]=4)=[C:23]([C:33]4[CH:38]=[CH:37][CH:36]=[CH:35][CH:34]=4)[O:22][C:18]=3[N:19]=[CH:20][N:21]=2)[CH2:13][CH2:12][CH2:11]1)(C)(C)C.Cl.